Dataset: Catalyst prediction with 721,799 reactions and 888 catalyst types from USPTO. Task: Predict which catalyst facilitates the given reaction. (1) Reactant: [CH2:1]([O:8][C:9]1[C:13]([C:14](OCC)=[O:15])=[CH:12][N:11]([C:19]2[CH:24]=[CH:23][CH:22]=[CH:21][CH:20]=2)[N:10]=1)[C:2]1[CH:7]=[CH:6][CH:5]=[CH:4][CH:3]=1.[H-].[Al+3].[Li+].[H-].[H-].[H-].O.O.O.O.O.O.O.O.O.O.S([O-])([O-])(=O)=O.[Na+].[Na+]. Product: [CH2:1]([O:8][C:9]1[C:13]([CH2:14][OH:15])=[CH:12][N:11]([C:19]2[CH:24]=[CH:23][CH:22]=[CH:21][CH:20]=2)[N:10]=1)[C:2]1[CH:3]=[CH:4][CH:5]=[CH:6][CH:7]=1. The catalyst class is: 7. (2) Product: [CH3:1][O:2][C:3]1[C:4]([CH3:34])=[C:5]([C:25]([O:32][CH3:33])=[C:26]([O:30][CH3:31])[C:27]=1[O:28][CH3:29])[CH2:6][C:7]1[CH:8]=[CH:9][C:10]([C:52]2[CH:53]=[CH:54][N:55]=[CH:56][CH:57]=2)=[C:11]([CH:16]=1)[C:12]([O:14][CH3:15])=[O:13]. Reactant: [CH3:1][O:2][C:3]1[C:4]([CH3:34])=[C:5]([C:25]([O:32][CH3:33])=[C:26]([O:30][CH3:31])[C:27]=1[O:28][CH3:29])[CH2:6][C:7]1[CH:8]=[CH:9][C:10](OS(C(F)(F)F)(=O)=O)=[C:11]([CH:16]=1)[C:12]([O:14][CH3:15])=[O:13].C(=O)([O-])[O-].[Na+].[Na+].[Cl-].[Li+].B1([C:52]2[CH:57]=[CH:56][N:55]=[CH:54][CH:53]=2)OC(C)(C)C(C)(C)O1. The catalyst class is: 133. (3) Reactant: ClC1C=C(C=CC=1)C(OO)=[O:6].[Cl:12][C:13]1[N:14]=[CH:15][C:16]([NH:19][C:20]2[O:21][C@:22]3([CH2:30][N:31]=2)[CH:27]2[CH2:28][CH2:29][N:24]([CH2:25][CH2:26]2)[CH2:23]3)=[N:17][CH:18]=1. Product: [Cl:12][C:13]1[N:14]=[CH:15][C:16]([NH:19][C:20]2[O:21][C@:22]3([CH2:30][N:31]=2)[CH:27]2[CH2:28][CH2:29][N+:24]([O-:6])([CH2:25][CH2:26]2)[CH2:23]3)=[N:17][CH:18]=1. The catalyst class is: 1. (4) Reactant: [CH3:1][S:2](Cl)(=[O:4])=[O:3].[F:6][C:7]1[CH:8]=[CH:9][C:10]([CH2:13][OH:14])=[N:11][CH:12]=1.C(N(CC)CC)C. Product: [F:6][C:7]1[CH:8]=[CH:9][C:10]([CH2:13][O:14][S:2]([CH3:1])(=[O:4])=[O:3])=[N:11][CH:12]=1. The catalyst class is: 2.